Dataset: Full USPTO retrosynthesis dataset with 1.9M reactions from patents (1976-2016). Task: Predict the reactants needed to synthesize the given product. (1) The reactants are: [Si]([O:8][CH2:9][CH2:10][O:11][C@:12]([C@@H:23]1[CH2:28][CH2:27][CH2:26][N:25]([C:29]([O:31][C:32]([CH3:35])([CH3:34])[CH3:33])=[O:30])[CH2:24]1)([C:16]1[CH:21]=[CH:20][CH:19]=[C:18]([Cl:22])[CH:17]=1)[CH2:13][CH2:14][CH3:15])(C(C)(C)C)(C)C.CCCC[N+](CCCC)(CCCC)CCCC.[F-]. Given the product [Cl:22][C:18]1[CH:17]=[C:16]([C@@:12]([C@@H:23]2[CH2:28][CH2:27][CH2:26][N:25]([C:29]([O:31][C:32]([CH3:33])([CH3:35])[CH3:34])=[O:30])[CH2:24]2)([O:11][CH2:10][CH2:9][OH:8])[CH2:13][CH2:14][CH3:15])[CH:21]=[CH:20][CH:19]=1, predict the reactants needed to synthesize it. (2) Given the product [C:30]([C:33]1[CH:38]=[CH:37][CH:36]=[CH:35][C:34]=1[C:2]1[CH:7]=[CH:6][CH:5]=[C:4]([CH:8]2[N:12]([C:13]3[CH:18]=[CH:17][CH:16]=[CH:15][C:14]=3[Cl:19])[N:11]=[C:10]([C:20]([C:22]([F:23])([F:25])[F:24])([C:26]([F:29])([F:27])[F:28])[OH:21])[CH2:9]2)[CH:3]=1)(=[O:32])[CH3:31], predict the reactants needed to synthesize it. The reactants are: Br[C:2]1[CH:3]=[C:4]([CH:8]2[N:12]([C:13]3[CH:18]=[CH:17][CH:16]=[CH:15][C:14]=3[Cl:19])[N:11]=[C:10]([C:20]([C:26]([F:29])([F:28])[F:27])([C:22]([F:25])([F:24])[F:23])[OH:21])[CH2:9]2)[CH:5]=[CH:6][CH:7]=1.[C:30]([C:33]1[CH:38]=[CH:37][CH:36]=[CH:35][C:34]=1B(O)O)(=[O:32])[CH3:31].C(=O)([O-])[O-].[Na+].[Na+].CN(C)C=O.